This data is from hERG potassium channel inhibition data for cardiac toxicity prediction from Karim et al.. The task is: Regression/Classification. Given a drug SMILES string, predict its toxicity properties. Task type varies by dataset: regression for continuous values (e.g., LD50, hERG inhibition percentage) or binary classification for toxic/non-toxic outcomes (e.g., AMES mutagenicity, cardiotoxicity, hepatotoxicity). Dataset: herg_karim. (1) The molecule is Cn1ccc(Cn2cc(-c3ccc(Cl)c(C(F)(F)F)c3)cn2)n1. The result is 1 (blocker). (2) The molecule is O=C(NCC1CCCCN1)c1cc(OCC(F)(F)F)ccc1OCC(F)(F)F. The result is 1 (blocker). (3) The molecule is NC(=O)c1cccc(OC2CC3CCC(C2)N3Cc2cccnc2)c1. The result is 1 (blocker). (4) The molecule is COc1ccc(-c2ccc3c(N4CCOCC4)nc(N4C[C@H](C)O[C@@H](C)C4)nc3n2)cc1CO. The result is 1 (blocker). (5) The drug is Cc1ccc(S(=O)(=O)Nc2ccccc2C(=O)N(Cc2cccnc2)Cc2ccc[n+](C)c2)cc1. The result is 1 (blocker).